From a dataset of Full USPTO retrosynthesis dataset with 1.9M reactions from patents (1976-2016). Predict the reactants needed to synthesize the given product. Given the product [F:1][C:2]1[CH:7]=[CH:6][CH:5]=[C:4]([F:8])[C:3]=1[N:9]1[C:14]2[N:15]=[C:16]([NH:27][CH2:28][CH2:29][C:30]3[NH:31][C:42](=[O:43])[O:33][N:32]=3)[N:17]=[C:18]([C:19]3[CH:24]=[CH:23][C:22]([F:25])=[CH:21][C:20]=3[CH3:26])[C:13]=2[CH:12]=[CH:11][C:10]1=[O:34], predict the reactants needed to synthesize it. The reactants are: [F:1][C:2]1[CH:7]=[CH:6][CH:5]=[C:4]([F:8])[C:3]=1[N:9]1[C:14]2[N:15]=[C:16]([NH:27][CH2:28][CH2:29][C:30]([NH:32][OH:33])=[NH:31])[N:17]=[C:18]([C:19]3[CH:24]=[CH:23][C:22]([F:25])=[CH:21][C:20]=3[CH3:26])[C:13]=2[CH:12]=[CH:11][C:10]1=[O:34].N1C=CC=CC=1.Cl[C:42](OCC(CC)CCCC)=[O:43].